This data is from Catalyst prediction with 721,799 reactions and 888 catalyst types from USPTO. The task is: Predict which catalyst facilitates the given reaction. (1) Reactant: [C:1]([O:5][C:6]([NH:8][C@@H:9]([CH:26]([CH3:28])[CH3:27])[C:10]([NH:12][C@@H:13]([CH3:25])[C:14]([N:16]1[CH2:21][CH2:20][CH2:19][C@@H:18]([C:22](O)=[O:23])[NH:17]1)=[O:15])=[O:11])=[O:7])([CH3:4])([CH3:3])[CH3:2].Cl.[CH3:30][O:31][C:32](=[O:51])[C:33]([CH3:50])([CH3:49])/[CH:34]=[CH:35]/[C:36]1[CH:45]=[C:44]2[C:39]([CH:40]=[CH:41][C:42]([C@H:46]([NH2:48])[CH3:47])=[N:43]2)=[CH:38][CH:37]=1.C(N(CC)C(C)C)(C)C.C[NH3+].F[P-](F)(F)(F)(F)F.N1(OC(N(C)C)=[N+](C)C)C2N=CC=CC=2N=N1.F[P-](F)(F)(F)(F)F. Product: [CH3:30][O:31][C:32](=[O:51])[C:33]([CH3:50])([CH3:49])/[CH:34]=[CH:35]/[C:36]1[CH:45]=[C:44]2[C:39]([CH:40]=[CH:41][C:42]([C@H:46]([NH:48][C:22]([C@@H:18]3[CH2:19][CH2:20][CH2:21][N:16]([C:14](=[O:15])[C@@H:13]([NH:12][C:10](=[O:11])[C@@H:9]([NH:8][C:6]([O:5][C:1]([CH3:2])([CH3:4])[CH3:3])=[O:7])[CH:26]([CH3:28])[CH3:27])[CH3:25])[NH:17]3)=[O:23])[CH3:47])=[N:43]2)=[CH:38][CH:37]=1. The catalyst class is: 10. (2) Reactant: [Cl:1][C:2]1[CH:3]=[C:4]([CH:41]=[CH:42][CH:43]=1)[CH2:5][N:6]1[CH:10]=[C:9]([C:11]2[C:19]3[C:14](=[N:15][CH:16]=[C:17]([C:20]4[CH:21]=[C:22]([NH:26][S:27]([CH3:30])(=[O:29])=[O:28])[CH:23]=[CH:24][CH:25]=4)[CH:18]=3)[N:13](S(C3C=CC(C)=CC=3)(=O)=O)[CH:12]=2)[CH:8]=[N:7]1.[OH-].[Li+]. Product: [Cl:1][C:2]1[CH:3]=[C:4]([CH:41]=[CH:42][CH:43]=1)[CH2:5][N:6]1[CH:10]=[C:9]([C:11]2[C:19]3[C:14](=[N:15][CH:16]=[C:17]([C:20]4[CH:21]=[C:22]([NH:26][S:27]([CH3:30])(=[O:28])=[O:29])[CH:23]=[CH:24][CH:25]=4)[CH:18]=3)[NH:13][CH:12]=2)[CH:8]=[N:7]1. The catalyst class is: 278. (3) Reactant: [CH:1]1([N:4]2[C:8]3[CH:9]=[C:10]([N:13]4[CH:18]=[C:17]([C:19]([O:21]CC)=[O:20])[C:16](=[O:24])[N:15]([C@H:25]5[C:33]6[C:28](=[C:29]([C:34]([F:37])([F:36])[F:35])[CH:30]=[CH:31][CH:32]=6)[CH2:27][CH2:26]5)[C:14]4=[O:38])[CH:11]=[CH:12][C:7]=3[N:6]([CH3:39])[C:5]2=[O:40])[CH2:3][CH2:2]1. Product: [CH:1]1([N:4]2[C:8]3[CH:9]=[C:10]([N:13]4[CH:18]=[C:17]([C:19]([OH:21])=[O:20])[C:16](=[O:24])[N:15]([C@H:25]5[C:33]6[C:28](=[C:29]([C:34]([F:36])([F:37])[F:35])[CH:30]=[CH:31][CH:32]=6)[CH2:27][CH2:26]5)[C:14]4=[O:38])[CH:11]=[CH:12][C:7]=3[N:6]([CH3:39])[C:5]2=[O:40])[CH2:3][CH2:2]1. The catalyst class is: 10. (4) Reactant: Cl.[CH:2]([S:5][C:6]1[C:7]([CH2:12][NH2:13])=[N:8][CH:9]=[CH:10][CH:11]=1)([CH3:4])[CH3:3].[C:14](O[C:14]([O:16][C:17]([CH3:20])([CH3:19])[CH3:18])=[O:15])([O:16][C:17]([CH3:20])([CH3:19])[CH3:18])=[O:15]. Product: [CH:2]([S:5][C:6]1[C:7]([CH2:12][NH:13][C:14](=[O:15])[O:16][C:17]([CH3:20])([CH3:19])[CH3:18])=[N:8][CH:9]=[CH:10][CH:11]=1)([CH3:4])[CH3:3]. The catalyst class is: 5. (5) Reactant: [ClH:1].[F:2][C:3]([F:11])([F:10])[CH:4]1[CH2:9][CH2:8][NH:7][CH2:6][CH2:5]1.C(=O)([O-])[O-].[K+].[K+].Br[CH2:19][CH2:20]O. Product: [ClH:1].[Cl:1][CH2:19][CH2:20][N:7]1[CH2:8][CH2:9][CH:4]([C:3]([F:11])([F:10])[F:2])[CH2:5][CH2:6]1. The catalyst class is: 10. (6) Reactant: [Cl:1][C:2]1[CH:10]=[C:9]2[C:5]([C:6]([CH:11]=[O:12])=[CH:7][NH:8]2)=[CH:4][CH:3]=1.[F:13][C:14]1[CH:21]=[CH:20][C:17]([CH2:18]Br)=[CH:16][CH:15]=1.C(=O)([O-])[O-].[K+].[K+]. Product: [Cl:1][C:2]1[CH:10]=[C:9]2[C:5]([C:6]([CH:11]=[O:12])=[CH:7][N:8]2[CH2:18][C:17]2[CH:20]=[CH:21][C:14]([F:13])=[CH:15][CH:16]=2)=[CH:4][CH:3]=1. The catalyst class is: 3. (7) Reactant: [Cl:1][C:2]1[CH:7]=[CH:6][C:5]([C@@H:8]([NH:11][S@@](C(C)(C)C)=O)[CH2:9][CH3:10])=[C:4]([CH2:18]OC)[CH:3]=1.B(Br)(Br)Br.BrCC1C=C(Cl)C=CC=1[C@@H](N)CC.ClC1C=CC([C@@H](NS(C(C)(C)C)=O)CC)=C(CO)C=1.BrCC1C=C(Cl)C=CC=1[C@@H](NS(C(C)(C)C)=O)CC.N[C@H](C1C=CC(Cl)=CC=1CO)CC.CCN(CC)CC.[CH3:96][C:97]([O:100][C:101](O[C:101]([O:100][C:97]([CH3:99])([CH3:98])[CH3:96])=[O:102])=[O:102])([CH3:99])[CH3:98]. Product: [Cl:1][C:2]1[CH:3]=[C:4]2[C:5](=[CH:6][CH:7]=1)[C@H:8]([CH2:9][CH3:10])[N:11]([C:101]([O:100][C:97]([CH3:99])([CH3:98])[CH3:96])=[O:102])[CH2:18]2. The catalyst class is: 61.